From a dataset of Reaction yield outcomes from USPTO patents with 853,638 reactions. Predict the reaction yield, written as a fraction of the theoretical maximum amount of product (1.0 means a 100% yield; for example, 0.34 means a 34% yield). The reactants are [NH2:1][C:2]1[CH:10]=[C:9]2[C:5]([CH:6]=[CH:7][N:8]2[CH2:11][C:12]([O:14][C:15]([CH3:18])([CH3:17])[CH3:16])=[O:13])=[CH:4][CH:3]=1.[CH:19]([C:21]1[N:22]([C:27]([O:29][C:30]([CH3:33])([CH3:32])[CH3:31])=[O:28])[C:23]([CH3:26])=[CH:24][CH:25]=1)=O.[BH-](OC(C)=O)(OC(C)=O)OC(C)=O.[Na+]. The catalyst is C(Cl)Cl. The product is [C:15]([O:14][C:12](=[O:13])[CH2:11][N:8]1[C:9]2[C:5](=[CH:4][CH:3]=[C:2]([NH:1][CH2:26][C:23]3[N:22]([C:27]([O:29][C:30]([CH3:33])([CH3:32])[CH3:31])=[O:28])[C:21]([CH3:19])=[CH:25][CH:24]=3)[CH:10]=2)[CH:6]=[CH:7]1)([CH3:18])([CH3:17])[CH3:16]. The yield is 0.580.